This data is from Forward reaction prediction with 1.9M reactions from USPTO patents (1976-2016). The task is: Predict the product of the given reaction. Given the reactants [CH3:1][O:2][CH2:3][CH2:4][CH2:5][CH2:6][C@@H:7]1[NH:12][CH2:11][CH2:10][N:9]([C:13]2[C:22]3[CH:21]=[C:20]([CH3:23])[S:19][C:18]=3[NH:17][C:16]3[CH:24]=[CH:25][CH:26]=[CH:27][C:15]=3[N:14]=2)[CH2:8]1.[CH2:28]=O, predict the reaction product. The product is: [CH3:1][O:2][CH2:3][CH2:4][CH2:5][CH2:6][C@@H:7]1[N:12]([CH3:28])[CH2:11][CH2:10][N:9]([C:13]2[C:22]3[CH:21]=[C:20]([CH3:23])[S:19][C:18]=3[NH:17][C:16]3[CH:24]=[CH:25][CH:26]=[CH:27][C:15]=3[N:14]=2)[CH2:8]1.